This data is from Peptide-MHC class I binding affinity with 185,985 pairs from IEDB/IMGT. The task is: Regression. Given a peptide amino acid sequence and an MHC pseudo amino acid sequence, predict their binding affinity value. This is MHC class I binding data. (1) The peptide sequence is YLISIFLHL. The MHC is HLA-A02:02 with pseudo-sequence HLA-A02:02. The binding affinity (normalized) is 0.590. (2) The peptide sequence is DMDYHKILT. The MHC is HLA-A02:01 with pseudo-sequence HLA-A02:01. The binding affinity (normalized) is 0. (3) The peptide sequence is WLWVSSSDM. The MHC is HLA-B35:01 with pseudo-sequence HLA-B35:01. The binding affinity (normalized) is 0.711. (4) The peptide sequence is NLPFQNIHPV. The MHC is Mamu-B01 with pseudo-sequence Mamu-B01. The binding affinity (normalized) is 0.0408. (5) The peptide sequence is QINELHHSK. The MHC is HLA-B08:02 with pseudo-sequence HLA-B08:02. The binding affinity (normalized) is 0.0847. (6) The peptide sequence is ISNMLSIINK. The MHC is HLA-A03:01 with pseudo-sequence HLA-A03:01. The binding affinity (normalized) is 0.541. (7) The peptide sequence is GPGHKARVL. The MHC is HLA-A11:01 with pseudo-sequence HLA-A11:01. The binding affinity (normalized) is 0. (8) The MHC is HLA-A03:01 with pseudo-sequence HLA-A03:01. The binding affinity (normalized) is 0.0847. The peptide sequence is KTIECSKEL. (9) The peptide sequence is VTRREVHIY. The MHC is HLA-A01:01 with pseudo-sequence HLA-A01:01. The binding affinity (normalized) is 0.380.